Dataset: Forward reaction prediction with 1.9M reactions from USPTO patents (1976-2016). Task: Predict the product of the given reaction. (1) Given the reactants [N:1]1[CH:6]=[CH:5][CH:4]=[C:3]([OH:7])[C:2]=1[OH:8].[OH-].[K+].[CH2:11](Br)[C:12]1[CH:17]=[CH:16][CH:15]=[CH:14][CH:13]=1, predict the reaction product. The product is: [CH2:11]([O:7][C:3]1[C:2]([OH:8])=[N:1][CH:6]=[CH:5][CH:4]=1)[C:12]1[CH:17]=[CH:16][CH:15]=[CH:14][CH:13]=1. (2) The product is: [F:13][C:12]1[CH:11]=[C:10]([C:14]([OH:17])([CH3:16])[CH3:15])[CH:9]=[C:8]([F:18])[C:7]=1[C:5]1[S:6][C:2]([NH:1][C:23]2[CH:24]=[CH:25][C:26]([C:29]([OH:32])([CH3:31])[CH3:30])=[CH:27][N:28]=2)=[C:3]([C:19]([NH2:21])=[O:20])[N:4]=1. Given the reactants [NH2:1][C:2]1[S:6][C:5]([C:7]2[C:12]([F:13])=[CH:11][C:10]([C:14]([OH:17])([CH3:16])[CH3:15])=[CH:9][C:8]=2[F:18])=[N:4][C:3]=1[C:19]([NH2:21])=[O:20].Br[C:23]1[N:28]=[CH:27][C:26]([C:29]([OH:32])([CH3:31])[CH3:30])=[CH:25][CH:24]=1.CC(C1C=C(C(C)C)C(C2C=CC=CC=2P(C2CCCCC2)C2CCCCC2)=C(C(C)C)C=1)C.C(=O)([O-])[O-].[K+].[K+].C(O)(CC)(C)C, predict the reaction product. (3) Given the reactants [F:1][C:2]([F:7])([F:6])[C:3]([OH:5])=[O:4].[CH2:8]([S:10]([N:13]1[CH2:18][CH2:17][CH:16]([C:19]2[C:27]3[C:22](=[C:23]([C:43]([NH2:45])=[O:44])[CH:24]=[C:25]([C:28]4[CH:33]=[C:32]([CH2:34][NH:35][CH2:36][C@@H:37]5CCCO5)[CH:31]=[C:30]([F:42])[CH:29]=4)[CH:26]=3)[NH:21][CH:20]=2)[CH2:15][CH2:14]1)(=[O:12])=[O:11])[CH3:9].O1[CH2:50][CH2:49][CH2:48][C@H]1CN, predict the reaction product. The product is: [F:1][C:2]([F:7])([F:6])[C:3]([OH:5])=[O:4].[CH2:8]([S:10]([N:13]1[CH2:14][CH2:15][CH:16]([C:19]2[C:27]3[C:22](=[C:23]([C:43]([NH2:45])=[O:44])[CH:24]=[C:25]([C:28]4[CH:33]=[C:32]([CH2:34][NH:35][C@H:36]([CH3:37])[C:49]([CH3:48])([CH3:50])[CH3:2])[CH:31]=[C:30]([F:42])[CH:29]=4)[CH:26]=3)[NH:21][CH:20]=2)[CH2:17][CH2:18]1)(=[O:11])=[O:12])[CH3:9]. (4) Given the reactants [Cl:1][C:2]1[CH:24]=[C:23]([Cl:25])[C:22]([C:26]2[CH:31]=[CH:30][CH:29]=[CH:28][N:27]=2)=[CH:21][C:3]=1[C:4]([NH:6][C:7]1[N:11]([C:12]2[CH:17]=[CH:16][CH:15]=[CH:14][CH:13]=2)[N:10]=[C:9]([C:18](O)=[O:19])[CH:8]=1)=[O:5].CCN(C(C)C)C(C)C.F[P-](F)(F)(F)(F)F.N1C2C(=NC=CC=2)N(OC(N(C)C)=[N+](C)C)N=1.Cl.[NH:66]1[CH:70]=[C:69]([CH2:71][NH2:72])[CH:68]=[N:67]1, predict the reaction product. The product is: [NH:66]1[CH:70]=[C:69]([CH2:71][NH:72][C:18]([C:9]2[CH:8]=[C:7]([NH:6][C:4](=[O:5])[C:3]3[CH:21]=[C:22]([C:26]4[CH:31]=[CH:30][CH:29]=[CH:28][N:27]=4)[C:23]([Cl:25])=[CH:24][C:2]=3[Cl:1])[N:11]([C:12]3[CH:13]=[CH:14][CH:15]=[CH:16][CH:17]=3)[N:10]=2)=[O:19])[CH:68]=[N:67]1. (5) Given the reactants [C:1](=[O:6])([O:4][CH3:5])OC.[CH3:7][C:8]([CH:10]1[CH2:12][CH2:11]1)=[O:9].CC(C)([O-])C.[K+].Cl, predict the reaction product. The product is: [CH:10]1([C:8](=[O:9])[CH2:7][C:1]([O:4][CH3:5])=[O:6])[CH2:12][CH2:11]1. (6) Given the reactants Br[C:2]1[CH:3]=[C:4]2[C:9](=[CH:10][CH:11]=1)[C:8](=[O:12])[O:7][C@H:6]([CH3:13])[CH2:5]2.[CH2:14](N(CC)CC)[CH3:15].C([B-](F)(F)F)=C.[K+], predict the reaction product. The product is: [CH:14]([C:2]1[CH:3]=[C:4]2[C:9](=[CH:10][CH:11]=1)[C:8](=[O:12])[O:7][CH:6]([CH3:13])[CH2:5]2)=[CH2:15]. (7) The product is: [ClH:8].[NH2:1][C:2]1[N:7]=[C:6]([NH:9][C:10]2[CH:11]=[C:12]([CH:16]=[CH:17][CH:18]=2)[C:13]([NH2:15])=[O:14])[CH:5]=[CH:4][N:3]=1. Given the reactants [NH2:1][C:2]1[N:7]=[C:6]([Cl:8])[CH:5]=[CH:4][N:3]=1.[NH2:9][C:10]1[CH:11]=[C:12]([CH:16]=[CH:17][CH:18]=1)[C:13]([NH2:15])=[O:14].Cl, predict the reaction product. (8) Given the reactants [CH3:1][O:2][C:3](=[O:15])[C:4]1[C:5](=[C:10](I)[CH:11]=[CH:12][CH:13]=1)[C:6]([O:8][CH3:9])=[O:7].[CH3:16][N:17]([CH3:30])[CH2:18][CH2:19][O:20][C:21]1[CH:26]=[CH:25][C:24]([NH2:27])=[C:23]([O:28][CH3:29])[CH:22]=1.C1C=CC(P(C2C(C3C(P(C4C=CC=CC=4)C4C=CC=CC=4)=CC=C4C=3C=CC=C4)=C3C(C=CC=C3)=CC=2)C2C=CC=CC=2)=CC=1.C(=O)([O-])[O-].[Cs+].[Cs+], predict the reaction product. The product is: [CH3:1][O:2][C:3](=[O:15])[C:4]1[C:5](=[C:10]([NH:27][C:24]2[CH:25]=[CH:26][C:21]([O:20][CH2:19][CH2:18][N:17]([CH3:16])[CH3:30])=[CH:22][C:23]=2[O:28][CH3:29])[CH:11]=[CH:12][CH:13]=1)[C:6]([O:8][CH3:9])=[O:7]. (9) The product is: [CH2:24]([O:31][CH2:32][CH2:33][C:34]1[CH:39]=[CH:38][C:37]([C:18]2[CH:17]=[N:16][CH:15]=[C:14]([O:13][CH2:12][C@@H:9]3[CH2:10][CH2:11][N:8]3[C:6]([O:5][C:1]([CH3:4])([CH3:3])[CH3:2])=[O:7])[CH:19]=2)=[CH:36][CH:35]=1)[C:25]1[CH:30]=[CH:29][CH:28]=[CH:27][CH:26]=1. Given the reactants [C:1]([O:5][C:6]([N:8]1[CH2:11][CH2:10][C@H:9]1[CH2:12][O:13][C:14]1[CH:15]=[N:16][CH:17]=[C:18]([Sn](C)(C)C)[CH:19]=1)=[O:7])([CH3:4])([CH3:3])[CH3:2].[CH2:24]([O:31][CH2:32][CH2:33][C:34]1[CH:39]=[CH:38][C:37](I)=[CH:36][CH:35]=1)[C:25]1[CH:30]=[CH:29][CH:28]=[CH:27][CH:26]=1.[F-].[Cs+], predict the reaction product.